Dataset: Reaction yield outcomes from USPTO patents with 853,638 reactions. Task: Predict the reaction yield, written as a fraction of the theoretical maximum amount of product (1.0 means a 100% yield; for example, 0.34 means a 34% yield). (1) The reactants are [CH:1]([N:3]([CH2:10][CH2:11][CH2:12][CH2:13][C:14]([OH:16])=O)[C:4]1[CH:9]=[CH:8][CH:7]=[CH:6][N:5]=1)=[O:2].Cl.[NH2:18][C:19]1[CH:20]=[CH:21][C:22]2[O:27][CH:26]([CH2:28][C:29]([O:31][CH3:32])=[O:30])[CH2:25][N:24]([C:33]3[CH:38]=[CH:37][CH:36]=[CH:35][CH:34]=3)[C:23]=2[CH:39]=1.Cl.C(N=C=NCCCN(C)C)C.O. The catalyst is CN(C=O)C.CN(C)C1C=CN=CC=1. The product is [CH:1]([N:3]([CH2:10][CH2:11][CH2:12][CH2:13][C:14]([NH:18][C:19]1[CH:20]=[CH:21][C:22]2[O:27][CH:26]([CH2:28][C:29]([O:31][CH3:32])=[O:30])[CH2:25][N:24]([C:33]3[CH:34]=[CH:35][CH:36]=[CH:37][CH:38]=3)[C:23]=2[CH:39]=1)=[O:16])[C:4]1[CH:9]=[CH:8][CH:7]=[CH:6][N:5]=1)=[O:2]. The yield is 0.620. (2) The reactants are [F:1][C:2]1[CH:7]=[CH:6][C:5](/[C:8](=[N:10]/[NH:11][C:12](N)=O)/[CH3:9])=[CH:4][CH:3]=1.P(Cl)(Cl)(Cl)=O.CN(C)[CH:22]=[O:23]. No catalyst specified. The product is [F:1][C:2]1[CH:3]=[CH:4][C:5]([C:8]2[C:9]([CH:22]=[O:23])=[CH:12][NH:11][N:10]=2)=[CH:6][CH:7]=1. The yield is 0.620.